This data is from Reaction yield outcomes from USPTO patents with 853,638 reactions. The task is: Predict the reaction yield, written as a fraction of the theoretical maximum amount of product (1.0 means a 100% yield; for example, 0.34 means a 34% yield). (1) The yield is 0.850. The product is [N:2]1[CH:7]=[CH:6][C:5]([CH2:8][O:9][C:10]2[C:19]3[C:14](=[CH:15][CH:16]=[CH:17][CH:18]=3)[C:13]([NH2:20])=[CH:12][CH:11]=2)=[CH:4][CH:3]=1. The catalyst is O1CCOCC1.CCOC(C)=O. The reactants are Cl.[N:2]1[CH:7]=[CH:6][C:5]([CH2:8][O:9][C:10]2[C:19]3[C:14](=[CH:15][CH:16]=[CH:17][CH:18]=3)[C:13]([NH:20]C(=O)OC(C)(C)C)=[CH:12][CH:11]=2)=[CH:4][CH:3]=1.[OH-].[Na+]. (2) The reactants are Br[C:2]1[CH:12]=[C:5]2[C:6]([CH3:11])=[N:7][C:8]([CH3:10])=[CH:9][N:4]2[N:3]=1.[CH3:13][Sn:14]([CH3:20])([CH3:19])[Sn:14]([CH3:20])([CH3:19])[CH3:13]. The catalyst is C1(C)C=CC=CC=1.[Pd].C1(P(C2C=CC=CC=2)C2C=CC=CC=2)C=CC=CC=1.C1(P(C2C=CC=CC=2)C2C=CC=CC=2)C=CC=CC=1.C1(P(C2C=CC=CC=2)C2C=CC=CC=2)C=CC=CC=1.C1(P(C2C=CC=CC=2)C2C=CC=CC=2)C=CC=CC=1. The product is [CH3:11][C:6]1[C:5]2[N:4]([N:3]=[C:2]([Sn:14]([CH3:20])([CH3:19])[CH3:13])[CH:12]=2)[CH:9]=[C:8]([CH3:10])[N:7]=1. The yield is 0.700. (3) The reactants are [S:1]1[C:5]([C:6]2[C:7]([OH:16])=[C:8]([CH:11]=[CH:12][C:13]=2[O:14][CH3:15])[CH:9]=[O:10])=[CH:4][C:3]2[CH:17]=[CH:18][CH:19]=[CH:20][C:2]1=2.[C:21](=O)([O-])[O-].[K+].[K+].CI. The catalyst is CC(C)=O. The product is [S:1]1[C:5]([C:6]2[C:7]([O:16][CH3:21])=[C:8]([CH:11]=[CH:12][C:13]=2[O:14][CH3:15])[CH:9]=[O:10])=[CH:4][C:3]2[CH:17]=[CH:18][CH:19]=[CH:20][C:2]1=2. The yield is 0.970. (4) The reactants are [C:1]1([CH:11]=[O:12])[C:10]2[C:5](=[CH:6][CH:7]=[CH:8][CH:9]=2)[CH:4]=[CH:3][CH:2]=1.[NH2:13][C:14]1[CH:19]=[CH:18][C:17]([CH2:20][C:21]([O:23][CH3:24])=[O:22])=[CH:16][C:15]=1O.C(O)(=O)C.C(O)(=O)C.IC1C=CC=CC=1. The catalyst is CCO. The product is [C:1]1([C:11]2[O:12][C:15]3[CH:16]=[C:17]([CH2:20][C:21]([O:23][CH3:24])=[O:22])[CH:18]=[CH:19][C:14]=3[N:13]=2)[C:10]2[C:5](=[CH:6][CH:7]=[CH:8][CH:9]=2)[CH:4]=[CH:3][CH:2]=1. The yield is 0.420. (5) The reactants are [C:1]([C:4]1[CH:5]=[N:6][C:7]2[C:12]([C:13]=1[NH:14][C@H:15]1[CH2:20][CH2:19][C@H:18]([NH:21][C:22](=[O:33])[CH:23]([NH:25]C(=O)OC(C)(C)C)[CH3:24])[CH2:17][CH2:16]1)=[N:11][C:10]([C:34]1[CH:39]=[C:38]([Cl:40])[C:37]([OH:41])=[C:36]([Cl:42])[CH:35]=1)=[CH:9][CH:8]=2)(=[O:3])[CH3:2].[ClH:43]. No catalyst specified. The product is [ClH:40].[ClH:43].[C:1]([C:4]1[CH:5]=[N:6][C:7]2[C:12]([C:13]=1[NH:14][C@H:15]1[CH2:20][CH2:19][C@H:18]([NH:21][C:22](=[O:33])[CH:23]([NH2:25])[CH3:24])[CH2:17][CH2:16]1)=[N:11][C:10]([C:34]1[CH:35]=[C:36]([Cl:42])[C:37]([OH:41])=[C:38]([Cl:40])[CH:39]=1)=[CH:9][CH:8]=2)(=[O:3])[CH3:2]. The yield is 0.410.